From a dataset of Full USPTO retrosynthesis dataset with 1.9M reactions from patents (1976-2016). Predict the reactants needed to synthesize the given product. (1) Given the product [Br:1][C:2]1[CH:10]=[CH:9][C:5]([CH2:6][OH:7])=[CH:4][C:3]=1[Cl:11], predict the reactants needed to synthesize it. The reactants are: [Br:1][C:2]1[CH:10]=[CH:9][C:5]([C:6](O)=[O:7])=[CH:4][C:3]=1[Cl:11].C(O)(=O)C. (2) Given the product [N+:1]([C:4]1[CH:5]=[CH:6][C:7]([CH2:10][C:11]2[O:12][C:15]([CH2:16][CH2:17][CH3:18])=[N:14][N:13]=2)=[CH:8][CH:9]=1)([O-:3])=[O:2], predict the reactants needed to synthesize it. The reactants are: [N+:1]([C:4]1[CH:9]=[CH:8][C:7]([CH2:10][C:11]([NH:13][NH2:14])=[O:12])=[CH:6][CH:5]=1)([O-:3])=[O:2].[C:15](OC)(OC)(OC)[CH2:16][CH2:17][CH3:18].CS(O)(=O)=O.O1CCCC1. (3) Given the product [CH3:28][N:29]([CH3:33])[CH2:30][CH2:31][O:1][C:2]1[CH:7]=[CH:6][C:5]([C:8]2([OH:27])[CH2:13][CH2:12][N:11]([C:14]3[CH:15]=[CH:16][C:17]4[N:18]([C:20]([C:23]([F:26])([F:25])[F:24])=[N:21][N:22]=4)[N:19]=3)[CH2:10][CH2:9]2)=[CH:4][CH:3]=1, predict the reactants needed to synthesize it. The reactants are: [OH:1][C:2]1[CH:7]=[CH:6][C:5]([C:8]2([OH:27])[CH2:13][CH2:12][N:11]([C:14]3[CH:15]=[CH:16][C:17]4[N:18]([C:20]([C:23]([F:26])([F:25])[F:24])=[N:21][N:22]=4)[N:19]=3)[CH2:10][CH2:9]2)=[CH:4][CH:3]=1.[CH3:28][N:29]([CH3:33])[CH2:30][CH2:31]O. (4) Given the product [O:20]=[C:10]1[CH:11]=[N:12][C:13]2=[C:18]3[N:9]1[CH2:8][C@@H:7]([CH2:6][N:27]1[CH2:28][CH2:29][CH:30]([NH:33][C:34](=[O:40])[O:35][C:36]([CH3:38])([CH3:37])[CH3:39])[CH2:31][CH2:32]1)[N:17]3[C:16](=[O:19])[CH:15]=[CH:14]2, predict the reactants needed to synthesize it. The reactants are: CS(O[CH2:6][C@H:7]1[N:17]2[C:18]3[N:9]([C:10](=[O:20])[CH:11]=[N:12][C:13]=3[CH:14]=[CH:15][C:16]2=[O:19])[CH2:8]1)(=O)=O.N1C=CC=CC=1.[NH:27]1[CH2:32][CH2:31][CH:30]([NH:33][C:34](=[O:40])[O:35][C:36]([CH3:39])([CH3:38])[CH3:37])[CH2:29][CH2:28]1. (5) Given the product [CH2:57]([O:61][CH2:25][CH:23]([OH:24])[CH2:22][O:21][C:18]1[CH:17]=[CH:16][C:15]([C:12]([C:9]2[CH:8]=[CH:7][C:6]([O:5][CH2:4][CH:3]([OH:26])[CH2:2][Cl:1])=[CH:11][CH:10]=2)([CH3:14])[CH3:13])=[CH:20][CH:19]=1)[CH2:58][CH2:59][CH3:60], predict the reactants needed to synthesize it. The reactants are: [Cl:1][CH2:2][CH:3]([OH:26])[CH2:4][O:5][C:6]1[CH:11]=[CH:10][C:9]([C:12]([C:15]2[CH:20]=[CH:19][C:18]([O:21][CH2:22][CH:23]3[CH2:25][O:24]3)=[CH:17][CH:16]=2)([CH3:14])[CH3:13])=[CH:8][CH:7]=1.FC(F)(F)S([O-])(=O)=O.[Bi+3].FC(F)(F)S([O-])(=O)=O.FC(F)(F)S([O-])(=O)=O.C(=O)(O)[O-].[Na+].[CH2:57]([OH:61])[CH2:58][CH2:59][CH3:60]. (6) The reactants are: [F:1][C:2]1[CH:3]=[C:4]([CH:15]([CH3:20])[C:16]([O:18][CH3:19])=[O:17])[CH:5]=[CH:6][C:7]=1[C:8]1[CH:13]=[CH:12][CH:11]=[C:10]([OH:14])[CH:9]=1.[CH2:21]([N:27]=[C:28]=[O:29])[CH2:22][CH2:23][CH2:24][CH2:25][CH3:26]. Given the product [F:1][C:2]1[CH:3]=[C:4]([CH:15]([CH3:20])[C:16]([O:18][CH3:19])=[O:17])[CH:5]=[CH:6][C:7]=1[C:8]1[CH:13]=[CH:12][CH:11]=[C:10]([O:14][C:28](=[O:29])[NH:27][CH2:21][CH2:22][CH2:23][CH2:24][CH2:25][CH3:26])[CH:9]=1, predict the reactants needed to synthesize it. (7) Given the product [CH3:1][C@H:2]1[CH2:7][NH:6][C@H:5]([CH3:8])[CH2:4][N:3]1[C:20]([O:22][CH2:23][CH3:24])=[O:21], predict the reactants needed to synthesize it. The reactants are: [CH3:1][C@H:2]1[CH2:7][NH:6][C@H:5]([CH3:8])[CH2:4][NH:3]1.CS(O)(=O)=O.C([O-])(=O)C.[K+].Cl[C:20]([O:22][CH2:23][CH3:24])=[O:21]. (8) Given the product [C:35]([C:34]1[CH:37]=[CH:38][C:31]([O:7][C:8]2[CH:9]=[CH:10][C:11]([CH2:14][CH2:15][CH:16]([CH2:21][CH2:22][CH2:23][C:24]3[CH:25]=[CH:26][CH:27]=[CH:28][CH:29]=3)[C:17]([O:19][CH3:20])=[O:18])=[CH:12][CH:13]=2)=[CH:32][CH:33]=1)#[N:36], predict the reactants needed to synthesize it. The reactants are: C([O-])([O-])=O.[K+].[K+].[OH:7][C:8]1[CH:13]=[CH:12][C:11]([CH2:14][CH2:15][CH:16]([CH2:21][CH2:22][CH2:23][C:24]2[CH:29]=[CH:28][CH:27]=[CH:26][CH:25]=2)[C:17]([O:19][CH3:20])=[O:18])=[CH:10][CH:9]=1.F[C:31]1[CH:38]=[CH:37][C:34]([C:35]#[N:36])=[CH:33][CH:32]=1.O.